From a dataset of Catalyst prediction with 721,799 reactions and 888 catalyst types from USPTO. Predict which catalyst facilitates the given reaction. Reactant: [N:1]1[C:10]2[C:5](=[CH:6][CH:7]=[CH:8][CH:9]=2)[CH:4]=[N:3][CH:2]=1.C1C(=O)N([I:18])C(=O)C1. Product: [I:18][C:7]1[CH:6]=[C:5]2[C:10](=[CH:9][CH:8]=1)[N:1]=[CH:2][N:3]=[CH:4]2. The catalyst class is: 82.